This data is from Forward reaction prediction with 1.9M reactions from USPTO patents (1976-2016). The task is: Predict the product of the given reaction. (1) Given the reactants [CH:1]([CH:4]1[C:9](=[S:10])[N:8]([CH2:11][C:12]([OH:14])=[O:13])[C:7]2[CH:15]=[CH:16][CH:17]=[C:18]([CH:19]([CH3:21])[CH3:20])[C:6]=2[O:5]1)([CH3:3])[CH3:2].[C:22]([O:27][CH3:28])(=[O:26])[C@H:23]([CH3:25])O.O, predict the reaction product. The product is: [CH3:28][O:27][C:22](=[O:26])[C@@H:23]([O:13][C:12](=[O:14])[CH2:11][N:8]1[C:7]2[CH:15]=[CH:16][CH:17]=[C:18]([CH:19]([CH3:21])[CH3:20])[C:6]=2[O:5][C@@H:4]([CH:1]([CH3:3])[CH3:2])[C:9]1=[S:10])[CH3:25]. (2) Given the reactants [CH:1]1([C:6]([F:13])([F:12])[C:7]([O:9]CC)=[O:8])[CH2:5][CH2:4][CH2:3][CH2:2]1.CO.O.O.[OH-].[Li+], predict the reaction product. The product is: [CH:1]1([C:6]([F:12])([F:13])[C:7]([OH:9])=[O:8])[CH2:2][CH2:3][CH2:4][CH2:5]1. (3) Given the reactants [Cl:1][C:2]1[CH:3]=[CH:4][C:5]([O:25][CH3:26])=[C:6]([C:8]2[C:12]([NH:13][C:14]([C:16]3[C:24]4[N:23]=[CH:22]N=CC=4NN=3)=[O:15])=[CH:11][NH:10][N:9]=2)[CH:7]=1.[H-].[Na+].Br[CH:30]([F:36])[C:31]([O:33]CC)=[O:32], predict the reaction product. The product is: [Cl:1][C:2]1[CH:3]=[CH:4][C:5]([O:25][CH3:26])=[C:6]([C:8]2[C:12]([NH:13][C:14]([C:16]3[CH:11]=[N:10][N:9]4[CH:8]=[CH:6][CH:22]=[N:23][C:24]=34)=[O:15])=[CH:11][N:10]([CH:30]([F:36])[C:31]([OH:33])=[O:32])[N:9]=2)[CH:7]=1. (4) Given the reactants [OH:1][CH2:2][C:3]([NH:6][C:7](=[O:16])[C:8]1[CH:13]=[CH:12][C:11](Br)=[CH:10][C:9]=1[F:15])([CH3:5])[CH3:4].[CH2:17]([OH:20])[C:18]#[CH:19].O, predict the reaction product. The product is: [OH:1][CH2:2][C:3]([NH:6][C:7](=[O:16])[C:8]1[CH:13]=[CH:12][C:11]([C:19]#[C:18][CH2:17][OH:20])=[CH:10][C:9]=1[F:15])([CH3:5])[CH3:4].